The task is: Predict the reaction yield, written as a fraction of the theoretical maximum amount of product (1.0 means a 100% yield; for example, 0.34 means a 34% yield).. This data is from Reaction yield outcomes from USPTO patents with 853,638 reactions. The reactants are [CH2:1]([N:3]([CH2:8][CH3:9])[CH2:4][CH2:5][C:6]#[N:7])[CH3:2].[NH2:10][OH:11]. The catalyst is CCO. The product is [CH2:1]([N:3]([CH2:8][CH3:9])[CH2:4][CH2:5][C:6](=[N:10][OH:11])[NH2:7])[CH3:2]. The yield is 0.926.